Dataset: NCI-60 drug combinations with 297,098 pairs across 59 cell lines. Task: Regression. Given two drug SMILES strings and cell line genomic features, predict the synergy score measuring deviation from expected non-interaction effect. (1) Drug 1: C1C(C(OC1N2C=NC3=C(N=C(N=C32)Cl)N)CO)O. Drug 2: CC(C)NC(=O)C1=CC=C(C=C1)CNNC.Cl. Cell line: NCI-H322M. Synergy scores: CSS=-4.92, Synergy_ZIP=1.10, Synergy_Bliss=-2.80, Synergy_Loewe=-3.46, Synergy_HSA=-5.78. (2) Drug 1: CC12CCC3C(C1CCC2=O)CC(=C)C4=CC(=O)C=CC34C. Drug 2: CCC1(CC2CC(C3=C(CCN(C2)C1)C4=CC=CC=C4N3)(C5=C(C=C6C(=C5)C78CCN9C7C(C=CC9)(C(C(C8N6C=O)(C(=O)OC)O)OC(=O)C)CC)OC)C(=O)OC)O.OS(=O)(=O)O. Cell line: CAKI-1. Synergy scores: CSS=22.9, Synergy_ZIP=0.300, Synergy_Bliss=0.586, Synergy_Loewe=3.00, Synergy_HSA=1.66.